From a dataset of Full USPTO retrosynthesis dataset with 1.9M reactions from patents (1976-2016). Predict the reactants needed to synthesize the given product. (1) Given the product [C:10]([N:9]1[CH2:8][CH2:7][NH:6][C:5]2[N:18]=[CH:19][C:2]([C:29]3[CH:30]=[CH:31][C:26]([C:25]([NH:24][CH2:23][CH2:22][N:21]([CH3:20])[CH3:42])=[O:41])=[CH:27][CH:28]=3)=[CH:3][C:4]1=2)(=[O:11])[C:12]1[CH:17]=[CH:16][CH:15]=[CH:14][CH:13]=1, predict the reactants needed to synthesize it. The reactants are: I[C:2]1[CH:19]=[N:18][C:5]2[NH:6][CH2:7][CH2:8][N:9]([C:10]([C:12]3[CH:17]=[CH:16][CH:15]=[CH:14][CH:13]=3)=[O:11])[C:4]=2[CH:3]=1.[CH3:20][N:21]([CH3:42])[CH2:22][CH2:23][NH:24][C:25](=[O:41])[C:26]1[CH:31]=[CH:30][C:29](B2OC(C)(C)C(C)(C)O2)=[CH:28][CH:27]=1. (2) Given the product [CH3:1][C:2]1[N:3]=[C:4]([NH:8][C:9](=[O:20])[C:10]2[CH:15]=[CH:14][C:13]([NH2:16])=[C:12]([NH2:17])[CH:11]=2)[S:5][C:6]=1[CH3:7], predict the reactants needed to synthesize it. The reactants are: [CH3:1][C:2]1[N:3]=[C:4]([NH:8][C:9](=[O:20])[C:10]2[CH:15]=[CH:14][C:13]([NH2:16])=[C:12]([N+:17]([O-])=O)[CH:11]=2)[S:5][C:6]=1[CH3:7]. (3) Given the product [Cl:16][C:17]1[C:18]([F:25])=[C:19]([NH:20][C:2]2[C:11]3[C:6](=[CH:7][C:8]([F:15])=[C:9]([N+:12]([O-:14])=[O:13])[CH:10]=3)[N:5]=[CH:4][N:3]=2)[CH:21]=[CH:22][C:23]=1[Cl:24], predict the reactants needed to synthesize it. The reactants are: Cl[C:2]1[C:11]2[C:6](=[CH:7][C:8]([F:15])=[C:9]([N+:12]([O-:14])=[O:13])[CH:10]=2)[N:5]=[CH:4][N:3]=1.[Cl:16][C:17]1[C:18]([F:25])=[C:19]([CH:21]=[CH:22][C:23]=1[Cl:24])[NH2:20].